This data is from Forward reaction prediction with 1.9M reactions from USPTO patents (1976-2016). The task is: Predict the product of the given reaction. (1) Given the reactants [N:1]1[CH:6]=[CH:5][CH:4]=[C:3]([CH:7]([C:23]2[CH:24]=[N:25][CH:26]=[CH:27][CH:28]=2)[CH2:8][C:9]2[C:10]([N:15]([CH3:22])[C:16]3[CH:17]=[N:18][CH:19]=[CH:20][CH:21]=3)=[N:11][CH:12]=[CH:13][CH:14]=2)[CH:2]=1.CC(C)([O-:32])C.[K+], predict the reaction product. The product is: [CH3:22][N:15]([C:16]1[CH:17]=[N:18][CH:19]=[CH:20][CH:21]=1)[C:10]1[C:9]([CH2:8][C:7]([C:3]2[CH:2]=[N:1][CH:6]=[CH:5][CH:4]=2)([C:23]2[CH:24]=[N:25][CH:26]=[CH:27][CH:28]=2)[OH:32])=[CH:14][CH:13]=[CH:12][N:11]=1. (2) Given the reactants [NH:1]1[C:9]2[C:4](=[CH:5][C:6]([C:10]([OH:12])=O)=[CH:7][CH:8]=2)[CH:3]=[CH:2]1.C1C=CC2N(O)N=NC=2C=1.CCN=C=NCCCN(C)C.[C:34]1([N:40]2[C:44]3([CH2:49][CH2:48][NH:47][CH2:46][CH2:45]3)[C:43](=[O:50])[NH:42][CH2:41]2)[CH:39]=[CH:38][CH:37]=[CH:36][CH:35]=1, predict the reaction product. The product is: [NH:1]1[C:9]2[C:4](=[CH:5][C:6]([C:10]([N:47]3[CH2:46][CH2:45][C:44]4([N:40]([C:34]5[CH:39]=[CH:38][CH:37]=[CH:36][CH:35]=5)[CH2:41][NH:42][C:43]4=[O:50])[CH2:49][CH2:48]3)=[O:12])=[CH:7][CH:8]=2)[CH:3]=[CH:2]1. (3) The product is: [CH:1]1([CH2:6][NH:7][C:8]([C:10]2[C:11]([C:17]([F:20])([F:19])[F:18])=[N:12][C:13]([NH:25][C:24]3[CH:26]=[CH:27][C:28]([F:29])=[C:22]([Cl:21])[CH:23]=3)=[N:14][CH:15]=2)=[O:9])[CH2:5][CH2:4][CH2:3][CH2:2]1. Given the reactants [CH:1]1([CH2:6][NH:7][C:8]([C:10]2[C:11]([C:17]([F:20])([F:19])[F:18])=[N:12][C:13](Cl)=[N:14][CH:15]=2)=[O:9])[CH2:5][CH2:4][CH2:3][CH2:2]1.[Cl:21][C:22]1[CH:23]=[C:24]([CH:26]=[CH:27][C:28]=1[F:29])[NH2:25], predict the reaction product. (4) Given the reactants [O-]S([C:5]([F:8])(F)F)(=O)=O.F[N+]1C(C)=CC(C)=CC=1C.[Cl:19][C:20]1[CH:21]=[CH:22][C:23]([CH3:53])=[C:24]([N:26]2[C:33](=[O:34])[C:32]3C=[C:30]([C:35]4[CH:40]=[CH:39][CH:38]=[CH:37][C:36]=4[O:41][CH3:42])[N:29]([CH:43]([CH3:45])[CH3:44])[C:28]=3[CH:27]2[C:46]2[CH:51]=[CH:50][C:49]([Cl:52])=[CH:48][CH:47]=2)[CH:25]=1.S([O-])([O-])=O.[Na+].[Na+], predict the reaction product. The product is: [Cl:19][C:20]1[CH:21]=[CH:22][C:23]([CH3:53])=[C:24]([N:26]2[C:33](=[O:34])[C:32]3[C:5]([F:8])=[C:30]([C:35]4[CH:40]=[CH:39][CH:38]=[CH:37][C:36]=4[O:41][CH3:42])[N:29]([CH:43]([CH3:45])[CH3:44])[C:28]=3[CH:27]2[C:46]2[CH:51]=[CH:50][C:49]([Cl:52])=[CH:48][CH:47]=2)[CH:25]=1. (5) Given the reactants [CH2:1]([O:3][C:4]([CH:6]1[CH2:10][CH2:9][CH2:8][CH:7]1[OH:11])=[O:5])[CH3:2].[O:12]1[CH:17]=[CH:16][CH2:15][CH2:14][CH2:13]1.C1(C)C=CC(S([O-])(=O)=O)=CC=1.[NH+]1C=CC=CC=1, predict the reaction product. The product is: [CH2:1]([O:3][C:4]([CH:6]1[CH2:10][CH2:9][CH2:8][CH:7]1[O:11][CH:13]1[CH2:14][CH2:15][CH2:16][CH2:17][O:12]1)=[O:5])[CH3:2]. (6) The product is: [C:1]([NH:4][C:5]1[S:6][C:7]([C:11]([O:13][CH2:14][CH3:15])=[O:12])=[C:8]([O:10][CH2:26][C:25]2[CH:28]=[CH:29][CH:30]=[CH:31][C:24]=2[C:23]([F:22])([F:32])[F:33])[N:9]=1)(=[O:3])[CH3:2]. Given the reactants [C:1]([NH:4][C:5]1[S:6][C:7]([C:11]([O:13][CH2:14][CH3:15])=[O:12])=[C:8]([OH:10])[N:9]=1)(=[O:3])[CH3:2].C(=O)([O-])[O-].[K+].[K+].[F:22][C:23]([F:33])([F:32])[C:24]1[CH:31]=[CH:30][CH:29]=[CH:28][C:25]=1[CH2:26]Br.O, predict the reaction product. (7) Given the reactants [Cl:1][C:2]1[C:3]([OH:29])=[C:4]([CH:10]=[C:11]([CH2:17][C:18]2[CH:23]=[CH:22][C:21]([N:24]3[CH:28]=[CH:27][CH:26]=[N:25]3)=[CH:20][CH:19]=2)[C:12]=1[C:13]([F:16])([F:15])[F:14])[C:5]([O:7][CH2:8][CH3:9])=[O:6].C(N(CC)CC)C.[F:37][C:38]([F:51])([F:50])[S:39](O[S:39]([C:38]([F:51])([F:50])[F:37])(=[O:41])=[O:40])(=[O:41])=[O:40].O, predict the reaction product. The product is: [Cl:1][C:2]1[C:3]([O:29][S:39]([C:38]([F:51])([F:50])[F:37])(=[O:41])=[O:40])=[C:4]([CH:10]=[C:11]([CH2:17][C:18]2[CH:23]=[CH:22][C:21]([N:24]3[CH:28]=[CH:27][CH:26]=[N:25]3)=[CH:20][CH:19]=2)[C:12]=1[C:13]([F:16])([F:15])[F:14])[C:5]([O:7][CH2:8][CH3:9])=[O:6].